From a dataset of Reaction yield outcomes from USPTO patents with 853,638 reactions. Predict the reaction yield, written as a fraction of the theoretical maximum amount of product (1.0 means a 100% yield; for example, 0.34 means a 34% yield). (1) The reactants are O[C:2]1[CH:7]=[C:6]([C:8]2[CH:13]=[CH:12][CH:11]=[CH:10][CH:9]=2)[N:5]=[CH:4][N:3]=1.P(Cl)(Cl)([Cl:16])=O. No catalyst specified. The product is [Cl:16][C:2]1[CH:7]=[C:6]([C:8]2[CH:13]=[CH:12][CH:11]=[CH:10][CH:9]=2)[N:5]=[CH:4][N:3]=1. The yield is 0.935. (2) The reactants are [NH4+].[Cl-].[NH2:3][C:4]1[C:9]([N+:10]([O-])=O)=[C:8]([Cl:13])[CH:7]=[CH:6][N:5]=1.O. The catalyst is CC(O)C.[Fe]. The product is [Cl:13][C:8]1[CH:7]=[CH:6][N:5]=[C:4]([NH2:3])[C:9]=1[NH2:10]. The yield is 0.960. (3) The reactants are [Br:1][C:2]1[CH:7]=[CH:6][C:5]([N:8]2[C:16]([C:17](=[O:20])[NH:18][CH3:19])=[C:15]3[C:10]([CH:11]=[C:12]([N:24]([S:36]([CH3:39])(=[O:38])=[O:37])[CH2:25][CH2:26][CH2:27][NH:28][C:29](=[O:35])[CH2:30][CH2:31][C:32](O)=[O:33])[C:13]([CH:21]4[CH2:23][CH2:22]4)=[CH:14]3)=[N:9]2)=[CH:4][CH:3]=1.C(=O)([O-])[O-].[K+].[K+].CI. The catalyst is C(#N)C.CO. The product is [Br:1][C:2]1[CH:3]=[CH:4][C:5]([N:8]2[C:16]([C:17]([NH:18][CH3:19])=[O:20])=[C:15]3[C:10]([CH:11]=[C:12]([N:24]([CH2:25][CH2:26][CH2:27][N:28]4[C:32](=[O:33])[CH2:31][CH2:30][C:29]4=[O:35])[S:36]([CH3:39])(=[O:37])=[O:38])[C:13]([CH:21]4[CH2:23][CH2:22]4)=[CH:14]3)=[N:9]2)=[CH:6][CH:7]=1. The yield is 0.110. (4) The reactants are Br[CH2:2][C:3]1[CH:8]=[CH:7][CH:6]=[CH:5][C:4]=1[C:9]1[CH:14]=[CH:13][CH:12]=[CH:11][CH:10]=1.[C-]#N.[K+].C1OCCOCCOCCOCCOCCOC1.[C:36](#[N:38])C. The catalyst is O. The product is [C:4]1([C:9]2[CH:14]=[CH:13][CH:12]=[CH:11][CH:10]=2)[CH:5]=[CH:6][CH:7]=[CH:8][C:3]=1[CH2:2][C:36]#[N:38]. The yield is 1.00. (5) The reactants are [CH3:1][NH:2][C:3]1[N:8]=[C:7]([CH2:9][CH2:10][O:11][C:12]2[CH:13]=[C:14]3[C:18](=[CH:19][CH:20]=2)[NH:17][C:16]([CH2:21][CH2:22][C:23]([O:25]C)=[O:24])=[CH:15]3)[CH:6]=[CH:5][CH:4]=1.[OH-].[Na+]. The yield is 0.820. The catalyst is CO.O. The product is [CH3:1][NH:2][C:3]1[N:8]=[C:7]([CH2:9][CH2:10][O:11][C:12]2[CH:13]=[C:14]3[C:18](=[CH:19][CH:20]=2)[NH:17][C:16]([CH2:21][CH2:22][C:23]([OH:25])=[O:24])=[CH:15]3)[CH:6]=[CH:5][CH:4]=1. (6) The reactants are [H-].[Na+].[F:3][C:4]1[CH:9]=[CH:8][C:7]([C:10](=[O:13])[CH2:11][CH3:12])=[C:6]([OH:14])[CH:5]=1.Br[CH2:16][C:17]#[CH:18]. The catalyst is CN(C=O)C. The product is [F:3][C:4]1[CH:9]=[CH:8][C:7]([C:10](=[O:13])[CH2:11][CH3:12])=[C:6]([O:14][CH2:18][C:17]#[CH:16])[CH:5]=1. The yield is 0.680. (7) The reactants are [O:1]1[CH2:4][CH:3]([C@H:5]([NH:7][C:8]([C:10]2[C:18]3[C:13](=[N:14][CH:15]=[C:16]([C:19]4[C:27]5[C:22](=[CH:23][C:24]([F:28])=[CH:25][CH:26]=5)[N:21]([CH3:29])[N:20]=4)[N:17]=3)[N:12](COCC[Si](C)(C)C)[CH:11]=2)=[O:9])[CH3:6])[CH2:2]1.[F-].C([N+](CCCC)(CCCC)CCCC)CCC. No catalyst specified. The product is [O:1]1[CH2:2][CH:3]([C@H:5]([NH:7][C:8]([C:10]2[C:18]3[C:13](=[N:14][CH:15]=[C:16]([C:19]4[C:27]5[C:22](=[CH:23][C:24]([F:28])=[CH:25][CH:26]=5)[N:21]([CH3:29])[N:20]=4)[N:17]=3)[NH:12][CH:11]=2)=[O:9])[CH3:6])[CH2:4]1. The yield is 0.640. (8) The reactants are [N:1]1([C:10]2[S:14][C:13]([C:15]([O:17][CH3:18])=[O:16])=[C:12]([C:19]#[C:20][C:21]3[CH:26]=[CH:25][CH:24]=[CH:23][CH:22]=3)[CH:11]=2)[C:5]2[CH:6]=[CH:7][CH:8]=[CH:9][C:4]=2[N:3]=[CH:2]1.[H][H]. The catalyst is C(OCC)(=O)C.[Pd]. The product is [N:1]1([C:10]2[S:14][C:13]([C:15]([O:17][CH3:18])=[O:16])=[C:12]([CH2:19][CH2:20][C:21]3[CH:26]=[CH:25][CH:24]=[CH:23][CH:22]=3)[CH:11]=2)[C:5]2[CH:6]=[CH:7][CH:8]=[CH:9][C:4]=2[N:3]=[CH:2]1. The yield is 0.980.